Predict the reaction yield, written as a fraction of the theoretical maximum amount of product (1.0 means a 100% yield; for example, 0.34 means a 34% yield). From a dataset of Reaction yield outcomes from USPTO patents with 853,638 reactions. (1) The reactants are [F:1][C:2]1[CH:7]=[CH:6][CH:5]=[CH:4][C:3]=1[C:8]1[C:9]([N:17]2[CH2:22][CH2:21][NH:20][CH2:19][CH2:18]2)=[C:10]2[CH:16]=[CH:15][NH:14][C:11]2=[N:12][CH:13]=1.[C:23]([O:27][C:28]([N:30]([CH:43]([CH3:45])[CH3:44])[CH2:31][C@H:32]([C:36]1[CH:41]=[CH:40][C:39]([Cl:42])=[CH:38][CH:37]=1)[C:33](O)=[O:34])=[O:29])([CH3:26])([CH3:25])[CH3:24].C1C=CC2N(O)N=NC=2C=1.O.CCN=C=NCCCN(C)C.CCN(C(C)C)C(C)C.C([O-])([O-])=O.[Na+].[Na+]. The catalyst is C(Cl)Cl. The product is [Cl:42][C:39]1[CH:40]=[CH:41][C:36]([C@H:32]([C:33]([N:20]2[CH2:19][CH2:18][N:17]([C:9]3[C:8]([C:3]4[CH:4]=[CH:5][CH:6]=[CH:7][C:2]=4[F:1])=[CH:13][N:12]=[C:11]4[NH:14][CH:15]=[CH:16][C:10]=34)[CH2:22][CH2:21]2)=[O:34])[CH2:31][N:30]([CH:43]([CH3:44])[CH3:45])[C:28](=[O:29])[O:27][C:23]([CH3:25])([CH3:24])[CH3:26])=[CH:37][CH:38]=1. The yield is 0.700. (2) The reactants are [N:1]1([CH2:6][C:7]2[CH:12]=[CH:11][C:10]([CH:13]3[CH2:16][CH:15]([CH2:17]OS(C4C=CC(C)=CC=4)(=O)=O)[CH2:14]3)=[CH:9][CH:8]=2)[CH2:5][CH2:4][CH2:3][CH2:2]1.[N:29]1[CH:34]=[CH:33][CH:32]=[N:31][C:30]=1[N:35]1[CH2:40][CH2:39][NH:38][CH2:37][CH2:36]1.CN(C=O)C.C([O-])([O-])=O.[K+].[K+]. The catalyst is C1COCC1. The product is [N:1]1([CH2:6][C:7]2[CH:8]=[CH:9][C:10]([CH:13]3[CH2:14][CH:15]([CH2:17][N:38]4[CH2:39][CH2:40][N:35]([C:30]5[N:29]=[CH:34][CH:33]=[CH:32][N:31]=5)[CH2:36][CH2:37]4)[CH2:16]3)=[CH:11][CH:12]=2)[CH2:2][CH2:3][CH2:4][CH2:5]1. The yield is 0.440.